This data is from Catalyst prediction with 721,799 reactions and 888 catalyst types from USPTO. The task is: Predict which catalyst facilitates the given reaction. (1) Reactant: [F:1][C:2]1[CH:7]=[CH:6][C:5]([C:8]([C:12]2[CH:13]=[N:14][C:15]([N:18]3[CH2:23][CH2:22][N:21](C(OC(C)(C)C)=O)[CH2:20][CH2:19]3)=[N:16][CH:17]=2)([CH3:11])[CH2:9][OH:10])=[CH:4][CH:3]=1.Cl.O1CCOCC1. Product: [F:1][C:2]1[CH:7]=[CH:6][C:5]([C@@:8]([C:12]2[CH:13]=[N:14][C:15]([N:18]3[CH2:23][CH2:22][NH:21][CH2:20][CH2:19]3)=[N:16][CH:17]=2)([CH3:11])[CH2:9][OH:10])=[CH:4][CH:3]=1. The catalyst class is: 2. (2) Reactant: I[C:2]1[CH:3]=[CH:4][C:5]2[N:6]([CH:8]=[C:9]([CH2:11][OH:12])[N:10]=2)[N:7]=1.[OH:13][C:14]1[CH:15]=[C:16]([NH:20][C:21]([C:23]2[N:27]([CH3:28])[N:26]=[C:25]([CH3:29])[CH:24]=2)=[O:22])[CH:17]=[CH:18][CH:19]=1.C(=O)([O-])[O-].[K+].[K+].O. Product: [OH:12][CH2:11][C:9]1[N:10]=[C:5]2[CH:4]=[CH:3][C:2]([O:13][C:14]3[CH:15]=[C:16]([NH:20][C:21]([C:23]4[N:27]([CH3:28])[N:26]=[C:25]([CH3:29])[CH:24]=4)=[O:22])[CH:17]=[CH:18][CH:19]=3)=[N:7][N:6]2[CH:8]=1. The catalyst class is: 9. (3) Reactant: [Cl:1][C:2]1[CH:10]=[C:9]2[C:5](/[C:6](=[CH:12]/[C:13]3[CH:14]=[C:15]([CH:18]=[CH:19][CH:20]=3)[C:16]#[N:17])/[C:7](=[O:11])[NH:8]2)=[CH:4][CH:3]=1.[CH2:21]=[C:22]([CH:25]=[N:26][C:27]([O:29][Si](C)(C)C)=[CH2:28])[CH2:23][CH3:24].CO. Product: [Cl:1][C:2]1[CH:10]=[C:9]2[NH:8][C:7](=[O:11])[C:6]3([CH:12]([C:13]4[CH:20]=[CH:19][CH:18]=[C:15]([C:16]#[N:17])[CH:14]=4)[CH2:28][C:27](=[O:29])[NH:26][CH:25]3[C:22](=[CH2:21])[CH2:23][CH3:24])[C:5]2=[CH:4][CH:3]=1. The catalyst class is: 11. (4) Reactant: [CH3:1][O:2][C:3](=[O:12])[CH2:4][CH2:5][CH2:6][CH2:7][C:8](=[O:11])[CH2:9][NH2:10].[C:13]([OH:23])(=[O:22])[C:14]1[C:15]([O:20][CH3:21])=[CH:16][CH:17]=[CH:18][CH:19]=1.Cl.C[N:26](CCCN=C=NCC)C.O.ON1C2C=CC=CC=2N=N1.C(N(CC)C(C)C)(C)C. Product: [CH3:1][O:2][C:3](=[O:12])[CH2:4][CH2:5][CH2:6][CH:7]([NH:26][C:13](=[O:23])[C:14]1[CH:19]=[CH:18][CH:17]=[CH:16][C:15]=1[O:20][CH3:21])[C:8](=[O:11])[CH3:9].[CH3:1][O:2][C:3](=[O:12])[CH2:4][CH2:5][CH2:6][CH2:7][C:8](=[O:11])[CH2:9][NH:10][C:13](=[O:22])[C:14]1[CH:19]=[CH:18][CH:17]=[CH:16][C:15]=1[O:20][CH3:21]. The catalyst class is: 18.